Dataset: Full USPTO retrosynthesis dataset with 1.9M reactions from patents (1976-2016). Task: Predict the reactants needed to synthesize the given product. (1) Given the product [Cl:1][C:2]1[C:7](=[O:8])[N:6]([C:9]2[CH:10]=[C:11]([CH:19]=[CH:20][C:21]=2[CH3:22])[C:12]([NH:14][CH2:15][C:16]([NH:18][CH3:35])=[O:17])=[O:13])[CH:5]=[N:4][C:3]=1[O:23][CH2:24][C:25]1[CH:30]=[CH:29][C:28]([F:31])=[CH:27][C:26]=1[F:32], predict the reactants needed to synthesize it. The reactants are: [Cl:1][C:2]1[C:7](=[O:8])[N:6]([C:9]2[CH:10]=[C:11]([CH:19]=[CH:20][C:21]=2[CH3:22])[C:12]([NH:14][CH2:15][C:16]([NH2:18])=[O:17])=[O:13])[CH:5]=[N:4][C:3]=1[O:23][CH2:24][C:25]1[CH:30]=[CH:29][C:28]([F:31])=[CH:27][C:26]=1[F:32].Cl.N[CH2:35]C(N)=O. (2) Given the product [C:14]([OH:23])(=[O:22])[CH:15]=[CH2:16].[NH2:4][C:5]([O:46][CH2:41][CH3:40])=[O:6], predict the reactants needed to synthesize it. The reactants are: CC1C(=CC(=CC=1)N=C=O)[N:4]=[C:5]=[O:6].[C:14]([O-:23])(=[O:22])[CH2:15][CH2:16]CCCCC.[Sn+2].[C:14]([O-:23])(=[O:22])[CH2:15][CH2:16]CCCCC.C(C1C=CC(C)=[C:41]([OH:46])[C:40]=1CCCC)CCC. (3) Given the product [F:11][C:12]1[C:13](=[O:14])[N:10]=[C:8]([S:7][CH3:6])[NH:9][C:17]=1[OH:18], predict the reactants needed to synthesize it. The reactants are: S(O)(O)(=O)=O.[CH3:6][S:7][C:8](=[NH:10])[NH2:9].[F:11][CH:12]([C:17](OC)=[O:18])[C:13](OC)=[O:14].C[O-].[Na+]. (4) Given the product [C:23]([O:11][CH:10]([C:6]1[CH:5]=[C:4]2[C:9](=[CH:8][CH:7]=1)[NH:1][N:2]=[CH:3]2)[C:12]1[CH:13]=[CH:14][CH:15]=[CH:16][CH:17]=1)(=[O:25])[CH3:24], predict the reactants needed to synthesize it. The reactants are: [NH:1]1[C:9]2[C:4](=[CH:5][C:6]([CH:10]([C:12]3[CH:17]=[CH:16][CH:15]=[CH:14][CH:13]=3)[OH:11])=[CH:7][CH:8]=2)[CH:3]=[N:2]1.C(N=[N+]=[N-])C.[C:23](OC(=O)C)(=[O:25])[CH3:24]. (5) Given the product [C:12]([O:16][C:17](=[O:27])[NH:18][CH2:19][C:20]1[CH:21]=[CH:22][C:23]([F:26])=[CH:24][C:25]=1[C:38]1[CH:37]=[CH:36][N:35]=[CH:40][CH:39]=1)([CH3:15])([CH3:13])[CH3:14], predict the reactants needed to synthesize it. The reactants are: C(OC(=O)N)(C)(C)C.B(O)O.[C:12]([O:16][C:17](=[O:27])[NH:18][CH2:19][C:20]1[CH:25]=[CH:24][C:23]([F:26])=[CH:22][CH:21]=1)([CH3:15])([CH3:14])[CH3:13].C(OC([NH:35][CH2:36][C:37]1[CH:38]=[CH:39][C:40](F)=C(B(O)O)C=1)=O)(C)(C)C.ClC1C=CN=CC=1.BrC1C=CN=CC=1. (6) Given the product [Cl:1][C:2]1[CH:9]=[C:6]([CH:7]2[O:16][C:14]([CH3:17])([CH3:15])[C:12]([CH3:13])([CH3:11])[O:8]2)[C:5]([F:10])=[N:4][CH:3]=1, predict the reactants needed to synthesize it. The reactants are: [Cl:1][C:2]1[CH:3]=[N:4][C:5]([F:10])=[C:6]([CH:9]=1)[CH:7]=[O:8].[CH3:11][C:12](O)([C:14]([CH3:17])([OH:16])[CH3:15])[CH3:13].O.C1(C)C=CC(S(O)(=O)=O)=CC=1. (7) Given the product [C:1]([C:5]1[CH:24]=[CH:23][C:8]([CH2:9][N:10]([CH2:11][CH2:12][C:13]2[CH:18]=[CH:17][CH:16]=[C:15]([O:19][CH:20]([F:22])[F:21])[CH:14]=2)[C:65]([C:61]2[N:62]=[CH:63][CH:64]=[C:59]3[CH:58]=[CH:57][NH:56][C:60]=23)=[O:66])=[CH:7][CH:6]=1)([CH3:4])([CH3:2])[CH3:3], predict the reactants needed to synthesize it. The reactants are: [C:1]([C:5]1[CH:24]=[CH:23][C:8]([CH2:9][NH:10][CH2:11][CH2:12][C:13]2[CH:18]=[CH:17][CH:16]=[C:15]([O:19][CH:20]([F:22])[F:21])[CH:14]=2)=[CH:7][CH:6]=1)([CH3:4])([CH3:3])[CH3:2].CN1CCOCC1.CN(C(ON1N=NC2C=CC=CC1=2)=[N+](C)C)C.F[P-](F)(F)(F)(F)F.[NH:56]1[C:60]2=[C:61]([C:65](O)=[O:66])[N:62]=[CH:63][CH:64]=[C:59]2[CH:58]=[CH:57]1.